Dataset: Forward reaction prediction with 1.9M reactions from USPTO patents (1976-2016). Task: Predict the product of the given reaction. (1) Given the reactants C([O:5][C:6](=[O:17])[C@@H:7]([NH:9][C:10]([C:12]1[NH:13][CH:14]=[CH:15][N:16]=1)=[O:11])[CH3:8])(C)(C)C.FC(F)(F)C(O)=O.C1(C)C=CC=CC=1, predict the reaction product. The product is: [NH:13]1[CH:14]=[CH:15][N:16]=[C:12]1[C:10]([NH:9][C@@H:7]([CH3:8])[C:6]([OH:17])=[O:5])=[O:11]. (2) Given the reactants [CH2:1]([N:3]1[C:7]2[CH:8]=[CH:9][C:10]([C:12]([OH:14])=O)=[CH:11][C:6]=2[N:5]=[C:4]1[NH:15][C:16]1[S:17][C:18]2[CH:24]=[C:23]([O:25][C:26]([F:29])([F:28])[F:27])[CH:22]=[CH:21][C:19]=2[N:20]=1)[CH3:2].CN.C1C=CC(P(N=[N+]=[N-])(C2C=CC=CC=2)=O)=CC=1.C[CH2:50][N:51](C(C)C)C(C)C, predict the reaction product. The product is: [CH3:50][NH:51][C:12]([C:10]1[CH:9]=[CH:8][C:7]2[N:3]([CH2:1][CH3:2])[C:4]([NH:15][C:16]3[S:17][C:18]4[CH:24]=[C:23]([O:25][C:26]([F:28])([F:27])[F:29])[CH:22]=[CH:21][C:19]=4[N:20]=3)=[N:5][C:6]=2[CH:11]=1)=[O:14]. (3) Given the reactants [C:1]1([CH:7]2[C:11]3([CH2:16][CH2:15][O:14][CH2:13][CH2:12]3)[O:10][C:9](=[O:17])[NH:8]2)[CH:6]=[CH:5][CH:4]=[CH:3][CH:2]=1.[Cl:18][C:19]1[N:24]=[C:23](Cl)[CH:22]=[CH:21][N:20]=1.[H-].[Na+].C([O-])(O)=O.[Na+], predict the reaction product. The product is: [Cl:18][C:19]1[N:24]=[C:23]([N:8]2[CH:7]([C:1]3[CH:2]=[CH:3][CH:4]=[CH:5][CH:6]=3)[C:11]3([CH2:12][CH2:13][O:14][CH2:15][CH2:16]3)[O:10][C:9]2=[O:17])[CH:22]=[CH:21][N:20]=1. (4) Given the reactants [N:1]1([C:10]2[N:18]=[C:17]([Cl:19])[N:16]=[C:15]3[C:11]=2[N:12]=[CH:13][NH:14]3)[C:5]2[CH:6]=[CH:7][CH:8]=[CH:9][C:4]=2[N:3]=[CH:2]1.[NH2:20][C@H:21]1[CH2:26][CH2:25][CH2:24][CH2:23][C@@H:22]1[NH2:27], predict the reaction product. The product is: [ClH:19].[ClH:19].[N:1]1([C:10]2[N:18]=[C:17]([NH:20][C@@H:21]3[CH2:26][CH2:25][CH2:24][CH2:23][C@H:22]3[NH2:27])[N:16]=[C:15]3[C:11]=2[N:12]=[CH:13][NH:14]3)[C:5]2[CH:6]=[CH:7][CH:8]=[CH:9][C:4]=2[N:3]=[CH:2]1. (5) Given the reactants Br[C:2]1[CH:3]=[C:4]2[C:8](=[CH:9][CH:10]=1)[N:7]([CH:11]1[CH2:16][CH2:15][CH2:14][CH2:13][O:12]1)[N:6]=[CH:5]2.[C:17]([CH:19]1[CH2:21][CH2:20]1)#[CH:18], predict the reaction product. The product is: [CH:19]1([C:17]#[C:18][C:2]2[CH:3]=[C:4]3[C:8](=[CH:9][CH:10]=2)[N:7]([CH:11]2[CH2:16][CH2:15][CH2:14][CH2:13][O:12]2)[N:6]=[CH:5]3)[CH2:21][CH2:20]1. (6) Given the reactants [C:1]12([NH:11][C:12]3[C:17](C(O)=O)=[CH:16][N:15]=[C:14]4[NH:21][CH:22]=[CH:23][C:13]=34)[CH2:10][CH:5]3[CH2:6][CH:7]([CH2:9][CH:3]([CH2:4]3)[CH2:2]1)[CH2:8]2.C([N:26](CC)CC)C.C1(P(N=[N+]=[N-])(C2C=CC=CC=2)=O)C=CC=CC=1.[O:48]1[CH2:53]COCC1, predict the reaction product. The product is: [C:1]12([N:11]3[C:12]4=[C:13]5[CH:23]=[CH:22][NH:21][C:14]5=[N:15][CH:16]=[C:17]4[NH:26][C:53]3=[O:48])[CH2:10][CH:5]3[CH2:6][CH:7]([CH2:9][CH:3]([CH2:4]3)[CH2:2]1)[CH2:8]2.